Dataset: Catalyst prediction with 721,799 reactions and 888 catalyst types from USPTO. Task: Predict which catalyst facilitates the given reaction. (1) Reactant: C([O:3][C:4]([C:6]1[CH:7]=[N:8][N:9]([C:12]([CH3:15])([CH3:14])[CH3:13])[C:10]=1[Cl:11])=[O:5])C.[Li+].[OH-]. Product: [C:12]([N:9]1[C:10]([Cl:11])=[C:6]([C:4]([OH:5])=[O:3])[CH:7]=[N:8]1)([CH3:15])([CH3:13])[CH3:14]. The catalyst class is: 24. (2) Reactant: [CH2:1]([N:3]1[C:7]2[N:8]=[CH:9][CH:10]=[C:11]([OH:12])[C:6]=2[CH:5]=[N:4]1)[CH3:2].C([O-])([O-])=O.[Cs+].[Cs+].Br[CH2:20][CH2:21][CH2:22][CH2:23][CH2:24][S:25][C:26]1[C:35]2[C:30](=[CH:31][C:32]([C:36]([F:39])([F:38])[F:37])=[CH:33][CH:34]=2)[N:29]=[CH:28][CH:27]=1. Product: [CH2:1]([N:3]1[C:7]2=[N:8][CH:9]=[CH:10][C:11]([O:12][CH2:20][CH2:21][CH2:22][CH2:23][CH2:24][S:25][C:26]3[C:35]4[C:30](=[CH:31][C:32]([C:36]([F:39])([F:37])[F:38])=[CH:33][CH:34]=4)[N:29]=[CH:28][CH:27]=3)=[C:6]2[CH:5]=[N:4]1)[CH3:2]. The catalyst class is: 3.